Dataset: Forward reaction prediction with 1.9M reactions from USPTO patents (1976-2016). Task: Predict the product of the given reaction. (1) Given the reactants [H-].[Na+].[O:3]1[CH2:8][CH2:7][CH2:6][CH2:5][CH:4]1[O:9][CH2:10][C:11]#[C:12][CH2:13][OH:14].I[CH2:16][CH3:17], predict the reaction product. The product is: [CH3:8][O:3][C:4]([CH3:5])=[O:9].[CH3:4][CH2:5][CH2:6][CH2:7][CH2:16][CH3:17].[CH2:16]([O:14][CH2:13][C:12]#[C:11][CH2:10][O:9][CH:4]1[CH2:5][CH2:6][CH2:7][CH2:8][O:3]1)[CH3:17]. (2) Given the reactants [CH3:1][O:2][C:3]1[CH:38]=[C:37]([O:39][CH3:40])[CH:36]=[CH:35][C:4]=1[CH2:5][N:6]([C:30]1[S:31][CH:32]=[CH:33][N:34]=1)[S:7]([C:10]1[CH:11]=[C:12]2[C:17](=[CH:18][CH:19]=1)[C:16]([C:20]1[CH:25]=[CH:24][C:23]([F:26])=[CH:22][C:21]=1[O:27][CH3:28])=[N:15][CH:14]=[C:13]2[OH:29])(=[O:9])=[O:8].[F:41][C:42]([F:61])([F:60])[S:43](N(C1C=CC=CC=1)[S:43]([C:42]([F:61])([F:60])[F:41])(=[O:45])=[O:44])(=[O:45])=[O:44].C(N(CC)CC)C, predict the reaction product. The product is: [F:41][C:42]([F:61])([F:60])[S:43]([O:29][C:13]1[C:12]2[C:17](=[CH:18][CH:19]=[C:10]([S:7](=[O:8])(=[O:9])[N:6]([CH2:5][C:4]3[CH:35]=[CH:36][C:37]([O:39][CH3:40])=[CH:38][C:3]=3[O:2][CH3:1])[C:30]3[S:31][CH:32]=[CH:33][N:34]=3)[CH:11]=2)[C:16]([C:20]2[CH:25]=[CH:24][C:23]([F:26])=[CH:22][C:21]=2[O:27][CH3:28])=[N:15][CH:14]=1)(=[O:45])=[O:44]. (3) Given the reactants [CH3:1][C@@:2]12[C@H:12]3[C@@H:13]([OH:26])[CH2:14][C@:15]4([CH3:25])[C@@:19](O)([C:20]([CH2:22][OH:23])=[O:21])[CH2:18][CH2:17][C@H:16]4[C@@H:11]3[CH2:10][CH2:9][C:8]1=[CH:7][C:5](=[O:6])[CH2:4][CH2:3]2.C[Si](I)(C)C, predict the reaction product. The product is: [OH:26][C@@H:13]1[CH:12]2[CH:11]([CH2:10][CH2:9][C:8]3[C@:2]2([CH3:1])[CH2:3][CH2:4][C:5](=[O:6])[CH:7]=3)[CH:16]2[C@@:15]([CH3:25])([C@@H:19]([C:20](=[O:21])[CH2:22][OH:23])[CH2:18][CH2:17]2)[CH2:14]1.